Task: Predict which catalyst facilitates the given reaction.. Dataset: Catalyst prediction with 721,799 reactions and 888 catalyst types from USPTO Reactant: [CH:1]([C:3]1[CH:8]=[C:7]([N+:9]([O-:11])=[O:10])[CH:6]=[CH:5][C:4]=1[N:12]1[CH2:17][CH2:16][N:15]([C:18]([O:20][C:21]([CH3:24])([CH3:23])[CH3:22])=[O:19])[CH2:14][C@@H:13]1[CH3:25])=[O:2].[BH4-].[Na+]. Product: [OH:2][CH2:1][C:3]1[CH:8]=[C:7]([N+:9]([O-:11])=[O:10])[CH:6]=[CH:5][C:4]=1[N:12]1[CH2:17][CH2:16][N:15]([C:18]([O:20][C:21]([CH3:24])([CH3:23])[CH3:22])=[O:19])[CH2:14][C@@H:13]1[CH3:25]. The catalyst class is: 14.